Dataset: Full USPTO retrosynthesis dataset with 1.9M reactions from patents (1976-2016). Task: Predict the reactants needed to synthesize the given product. (1) Given the product [Cl:1][C:2]1[CH:26]=[CH:25][C:24]([Cl:27])=[CH:23][C:3]=1[O:4][C:5]1[C:6]([C:11]([NH:36][C:31]2[CH:32]=[CH:33][CH:34]=[CH:35][C:30]=2[N:29]([CH3:37])[CH3:28])=[O:12])=[CH:7][N:8]=[CH:9][CH:10]=1, predict the reactants needed to synthesize it. The reactants are: [Cl:1][C:2]1[CH:26]=[CH:25][C:24]([Cl:27])=[CH:23][C:3]=1[O:4][C:5]1[CH:10]=[CH:9][N:8]=[CH:7][C:6]=1[C:11](N1C2C(=CC=CC=2)CCC1)=[O:12].[CH3:28][N:29]([CH3:37])[C:30]1[C:31]([NH2:36])=[CH:32][CH:33]=[CH:34][CH:35]=1. (2) Given the product [Br:1][C:2]1[S:11][C:5]2[N:6]=[CH:7][N:8]=[C:9]([NH:20][C:17]3[CH:18]=[CH:19][C:14]([F:13])=[CH:15][C:16]=3[O:21][CH:22]([CH3:24])[CH3:23])[C:4]=2[C:3]=1[CH3:12], predict the reactants needed to synthesize it. The reactants are: [Br:1][C:2]1[S:11][C:5]2[N:6]=[CH:7][N:8]=[C:9](Cl)[C:4]=2[C:3]=1[CH3:12].[F:13][C:14]1[CH:19]=[CH:18][C:17]([NH2:20])=[C:16]([O:21][CH:22]([CH3:24])[CH3:23])[CH:15]=1.C1(C)C=CC(S(O)(=O)=O)=CC=1. (3) The reactants are: [OH:1][C@H:2]([CH2:25][O:26][C:27]1[CH:32]=[CH:31][CH:30]=[CH:29][CH:28]=1)[CH2:3][NH:4][C@@H:5]([CH2:8][C:9]1[CH:14]=[CH:13][C:12]([O:15][C:16]2[C:21]([N+:22]([O-:24])=[O:23])=[CH:20][CH:19]=[CH:18][N:17]=2)=[CH:11][CH:10]=1)[CH2:6][OH:7].[ClH:33]. Given the product [ClH:33].[OH:1][C@H:2]([CH2:25][O:26][C:27]1[CH:32]=[CH:31][CH:30]=[CH:29][CH:28]=1)[CH2:3][NH:4][C@@H:5]([CH2:8][C:9]1[CH:10]=[CH:11][C:12]([O:15][C:16]2[C:21]([N+:22]([O-:24])=[O:23])=[CH:20][CH:19]=[CH:18][N:17]=2)=[CH:13][CH:14]=1)[CH2:6][OH:7], predict the reactants needed to synthesize it. (4) Given the product [C:1]([N:4]1[CH2:9][CH2:8][CH:7]([C:10]([C:18]2[CH:19]=[C:20]3[C:25](=[CH:26][CH:27]=2)[N:24]=[C:23]([O:35][CH3:34])[C:22]([O:29][CH:30]([CH3:31])[CH3:32])=[C:21]3[Cl:33])([C:12]2[CH:13]=[CH:14][CH:15]=[CH:16][CH:17]=2)[OH:11])[CH2:6][CH2:5]1)(=[O:3])[CH3:2], predict the reactants needed to synthesize it. The reactants are: [C:1]([N:4]1[CH2:9][CH2:8][CH:7]([C:10]([C:18]2[CH:19]=[C:20]3[C:25](=[CH:26][CH:27]=2)[N:24]=[C:23](Cl)[C:22]([O:29][CH:30]([CH3:32])[CH3:31])=[C:21]3[Cl:33])([C:12]2[CH:17]=[CH:16][CH:15]=[CH:14][CH:13]=2)[OH:11])[CH2:6][CH2:5]1)(=[O:3])[CH3:2].[C:34](O)(C(F)(F)F)=[O:35].C[O-].[Na+]. (5) Given the product [CH3:26][C:25]1[O:24][N:23]=[C:22]([C:27]2[CH:28]=[CH:29][CH:30]=[CH:31][CH:32]=2)[C:21]=1[CH2:20][CH2:1][C:2]1[S:3][C:4]([C:8]([OH:10])=[O:9])=[CH:5][N:6]=1, predict the reactants needed to synthesize it. The reactants are: [CH3:1][C:2]1[S:3][C:4]([C:8]([OH:10])=[O:9])=[C:5](C)[N:6]=1.[Li+].CC([N-]C(C)C)C.Cl[CH2:20][C:21]1[C:22]([C:27]2[CH:32]=[CH:31][CH:30]=[CH:29][CH:28]=2)=[N:23][O:24][C:25]=1[CH3:26].